Dataset: Full USPTO retrosynthesis dataset with 1.9M reactions from patents (1976-2016). Task: Predict the reactants needed to synthesize the given product. (1) Given the product [O:14]1[CH:18]=[CH:17][CH:16]=[C:15]1[CH2:19][O:20][C:2]1[CH:3]=[N:4][CH:5]=[C:6]([N:8]2[CH2:13][CH2:12][NH:11][CH2:10][CH2:9]2)[N:7]=1, predict the reactants needed to synthesize it. The reactants are: Cl[C:2]1[N:7]=[C:6]([N:8]2[CH2:13][CH2:12][NH:11][CH2:10][CH2:9]2)[CH:5]=[N:4][CH:3]=1.[O:14]1[CH:18]=[CH:17][CH:16]=[C:15]1[CH2:19][OH:20]. (2) Given the product [N:23]1([C:2]2[N:11]=[C:10]3[C:5]([C:6](=[O:21])[C:7]([C:16]([O:18][CH2:19][CH3:20])=[O:17])=[CH:8][N:9]3[CH2:12][CH2:13][C:14]#[N:15])=[CH:4][CH:3]=2)[CH2:26][CH2:25][CH2:24]1, predict the reactants needed to synthesize it. The reactants are: Cl[C:2]1[N:11]=[C:10]2[C:5]([C:6](=[O:21])[C:7]([C:16]([O:18][CH2:19][CH3:20])=[O:17])=[CH:8][N:9]2[CH2:12][CH2:13][C:14]#[N:15])=[CH:4][CH:3]=1.Cl.[NH:23]1[CH2:26][CH2:25][CH2:24]1.C(N(CC)CC)C. (3) Given the product [C:19]([O:23][C:24](=[O:32])[NH:25][C:26]12[CH2:31][CH:30]1[CH2:29][N:28]([C:2]1[N:3]=[C:4]([NH:12][C:13]3[CH:14]=[C:15]([CH3:18])[NH:16][N:17]=3)[C:5]3[CH:11]=[CH:10][CH:9]=[N:8][C:6]=3[N:7]=1)[CH2:27]2)([CH3:22])([CH3:20])[CH3:21], predict the reactants needed to synthesize it. The reactants are: Cl[C:2]1[N:3]=[C:4]([NH:12][C:13]2[NH:17][N:16]=[C:15]([CH3:18])[CH:14]=2)[C:5]2[CH:11]=[CH:10][CH:9]=[N:8][C:6]=2[N:7]=1.[C:19]([O:23][C:24](=[O:32])[NH:25][C:26]12[CH2:31][CH:30]1[CH2:29][NH:28][CH2:27]2)([CH3:22])([CH3:21])[CH3:20].C(N(C(C)C)CC)(C)C.